This data is from Forward reaction prediction with 1.9M reactions from USPTO patents (1976-2016). The task is: Predict the product of the given reaction. (1) Given the reactants [F:1][C:2]1[CH:3]=[C:4]([CH:31]=[CH:32][C:33]=1[NH:34][C:35]([NH:37][C:38]1[CH:43]=[C:42]([CH3:44])[CH:41]=[CH:40][C:39]=1[F:45])=[O:36])[O:5][C:6]1[CH:11]=[CH:10][N:9]=[C:8]([C:12]2[NH:16][CH:15]=[C:14]([C:17]([NH:19][CH2:20][CH2:21][CH2:22][NH:23]C(=O)OC(C)(C)C)=[O:18])[CH:13]=2)[CH:7]=1.FC(F)(F)C(O)=O, predict the reaction product. The product is: [NH2:23][CH2:22][CH2:21][CH2:20][NH:19][C:17]([C:14]1[CH:13]=[C:12]([C:8]2[CH:7]=[C:6]([O:5][C:4]3[CH:31]=[CH:32][C:33]([NH:34][C:35]([NH:37][C:38]4[CH:43]=[C:42]([CH3:44])[CH:41]=[CH:40][C:39]=4[F:45])=[O:36])=[C:2]([F:1])[CH:3]=3)[CH:11]=[CH:10][N:9]=2)[NH:16][CH:15]=1)=[O:18]. (2) Given the reactants [C:1]1([C@H:13]2[C@H:17]([C:18]3[C:26]4[C:21](=[CH:22][CH:23]=[CH:24][CH:25]=4)[NH:20][CH:19]=3)[C:16](=O)[NH:15][C:14]2=O)[C:11]2=[C:12]3[C:7](=[CH:8][CH:9]=[CH:10]2)[CH2:6][CH2:5][CH2:4][N:3]3[CH:2]=1.N#N.[H-].[H-].[H-].[H-].[Li+].[Al+3].O, predict the reaction product. The product is: [NH:20]1[C:21]2[C:26](=[CH:25][CH:24]=[CH:23][CH:22]=2)[C:18]([C@@H:17]2[CH2:16][NH:15][CH2:14][C@H:13]2[C:1]2[C:11]3=[C:12]4[C:7](=[CH:8][CH:9]=[CH:10]3)[CH2:6][CH2:5][CH2:4][N:3]4[CH:2]=2)=[CH:19]1.